Dataset: Catalyst prediction with 721,799 reactions and 888 catalyst types from USPTO. Task: Predict which catalyst facilitates the given reaction. (1) Reactant: [Br:1][C:2]1[CH:3]=[CH:4][C:5]([N:10]2[CH:14]=[C:13]([CH3:15])[N:12]=[CH:11]2)=[C:6]([CH:9]=1)[C:7]#[N:8]. Product: [Br:1][C:2]1[CH:3]=[CH:4][C:5]([N:10]2[C:14]([CH2:5][N:10]([CH3:14])[CH3:11])=[C:13]([CH3:15])[N:12]=[CH:11]2)=[C:6]([CH:9]=1)[C:7]#[N:8]. The catalyst class is: 3. (2) Reactant: [Br:1][C:2]1[CH:3]=[C:4]2[C:8](=[CH:9][CH:10]=1)[C:7]([CH3:14])(C(O)=O)[CH2:6][CH2:5]2.C([N:17](CC)CC)C.C1(P(N=[N+]=[N-])(C2C=CC=CC=2)=O)C=CC=CC=1.C[Si](C)(C)[O-].[Na+].[OH-].[Na+]. Product: [Br:1][C:2]1[CH:3]=[C:4]2[C:8](=[CH:9][CH:10]=1)[C:7]([NH2:17])([CH3:14])[CH2:6][CH2:5]2. The catalyst class is: 11.